From a dataset of Forward reaction prediction with 1.9M reactions from USPTO patents (1976-2016). Predict the product of the given reaction. (1) Given the reactants [F:1][C:2]1[CH:3]=[C:4]([NH:9][C:10]2[N:18]=[CH:17][C:16]([F:19])=[CH:15][C:11]=2[C:12]([OH:14])=O)[CH:5]=[CH:6][C:7]=1[F:8].[NH2:20][C@H:21]1[CH2:25][CH2:24][N:23]([C:26]([O:28][C:29]([CH3:32])([CH3:31])[CH3:30])=[O:27])[CH2:22]1.CN(C(ON1N=NC2C=CC=NC1=2)=[N+](C)C)C.F[P-](F)(F)(F)(F)F.C1C=NC2N(O)N=NC=2C=1.CCN(C(C)C)C(C)C, predict the reaction product. The product is: [F:1][C:2]1[CH:3]=[C:4]([NH:9][C:10]2[C:11]([C:12]([NH:20][C@H:21]3[CH2:25][CH2:24][N:23]([C:26]([O:28][C:29]([CH3:32])([CH3:31])[CH3:30])=[O:27])[CH2:22]3)=[O:14])=[CH:15][C:16]([F:19])=[CH:17][N:18]=2)[CH:5]=[CH:6][C:7]=1[F:8]. (2) Given the reactants [NH:1]1[C:5]2[CH2:6][CH:7]3[CH2:9][CH:8]3[C:4]=2[C:3]([C:10](OCC)=O)=[N:2]1.FC(F)(F)S(OS(C(F)(F)F)(=O)=O)(=O)=O.[NH3:30], predict the reaction product. The product is: [NH:1]1[C:5]2[CH2:6][CH:7]3[CH2:9][CH:8]3[C:4]=2[C:3]([C:10]#[N:30])=[N:2]1. (3) Given the reactants [CH2:1]([C:5]1[N:9]([C:10]2[CH:15]=[CH:14][CH:13]=[CH:12][CH:11]=2)[N:8]=[C:7]([CH2:16]O)[CH:6]=1)[CH:2]([CH3:4])[CH3:3].[N-:18]=[N+:19]=[N-:20], predict the reaction product. The product is: [N:18]([CH2:16][C:7]1[CH:6]=[C:5]([CH2:1][CH:2]([CH3:4])[CH3:3])[N:9]([C:10]2[CH:15]=[CH:14][CH:13]=[CH:12][CH:11]=2)[N:8]=1)=[N+:19]=[N-:20].